From a dataset of Reaction yield outcomes from USPTO patents with 853,638 reactions. Predict the reaction yield, written as a fraction of the theoretical maximum amount of product (1.0 means a 100% yield; for example, 0.34 means a 34% yield). The reactants are [C:1]([C:3]1[CH:4]=[CH:5][C:6]([F:12])=[C:7]([CH:11]=1)[C:8]([OH:10])=O)#[N:2].[NH2:13][C:14]1[CH:15]=[C:16]([S:20]([NH2:23])(=[O:22])=[O:21])[CH:17]=[CH:18][CH:19]=1.CN(C(ON1N=NC2C=CC=NC1=2)=[N+](C)C)C.F[P-](F)(F)(F)(F)F.CN1CCOCC1. The catalyst is CN(C=O)C.O. The product is [C:1]([C:3]1[CH:4]=[CH:5][C:6]([F:12])=[C:7]([CH:11]=1)[C:8]([NH:13][C:14]1[CH:19]=[CH:18][CH:17]=[C:16]([S:20](=[O:22])(=[O:21])[NH2:23])[CH:15]=1)=[O:10])#[N:2]. The yield is 0.470.